From a dataset of Catalyst prediction with 721,799 reactions and 888 catalyst types from USPTO. Predict which catalyst facilitates the given reaction. (1) Reactant: [Br:1][C:2]1[CH:10]=[CH:9][C:5]([C:6]([OH:8])=O)=[CH:4][CH:3]=1.[NH2:11][C@@H:12]([C:15]1[CH:20]=[CH:19][CH:18]=[CH:17][CH:16]=1)[CH2:13][OH:14].CCN(C(C)C)C(C)C.C1CN([P+](Br)(N2CCCC2)N2CCCC2)CC1.F[P-](F)(F)(F)(F)F.C1C=CC2N(O)N=NC=2C=1. Product: [Br:1][C:2]1[CH:3]=[CH:4][C:5]([C:6]([NH:11][C@@H:12]([C:15]2[CH:20]=[CH:19][CH:18]=[CH:17][CH:16]=2)[CH2:13][OH:14])=[O:8])=[CH:9][CH:10]=1. The catalyst class is: 1. (2) Reactant: [CH3:1][CH:2]([CH2:16][CH2:17][CH2:18][CH:19]([CH3:31])[CH2:20][CH2:21][CH2:22][CH:23]([CH3:30])[CH2:24][CH2:25][CH2:26][CH:27]([CH3:29])[CH3:28])[CH2:3][CH2:4][CH2:5][CH2:6][O:7][CH2:8][C:9]([CH2:14][OH:15])([CH2:12][OH:13])[CH2:10][OH:11]. Product: [CH3:1][CH:2]([CH2:16][CH2:17][CH2:18][CH:19]([CH3:31])[CH2:20][CH2:21][CH2:22][CH:23]([CH3:30])[CH2:24][CH2:25][CH2:26][CH:27]([CH3:29])[CH3:28])[CH2:3][CH2:4][CH2:5][CH2:6][O:7][CH2:8][C:9]([CH2:12][OH:13])([CH2:14][OH:15])[CH2:10][OH:11].[OH2:7]. The catalyst class is: 6.